This data is from Full USPTO retrosynthesis dataset with 1.9M reactions from patents (1976-2016). The task is: Predict the reactants needed to synthesize the given product. (1) Given the product [OH:9][C:10]1[CH:17]=[C:16]([O:18][CH2:19][CH2:20][CH2:21][O:22][CH3:23])[CH:15]=[CH:14][C:11]=1/[CH:12]=[C:26](\[O:25][CH3:24])/[C:27]([O:29][CH3:30])=[O:28], predict the reactants needed to synthesize it. The reactants are: ClC1C([O:9][C:10]2[CH:17]=[C:16]([O:18][CH2:19][CH2:20][CH2:21][O:22][CH3:23])[CH:15]=[CH:14][C:11]=2[CH:12]=O)=NC=C(Cl)C=1.[CH3:24][O:25][CH2:26][C:27]([O:29][CH3:30])=[O:28].CC(C)([O-])C.[Na+].O. (2) Given the product [NH2:25][C:7]1[CH:6]=[C:5]([C:3]([O:2][CH3:1])=[O:4])[CH:10]=[CH:9][C:8]=1[NH:11][CH:12]1[CH2:13][CH2:14][N:15]([C:18]([O:20][C:21]([CH3:24])([CH3:23])[CH3:22])=[O:19])[CH2:16][CH2:17]1, predict the reactants needed to synthesize it. The reactants are: [CH3:1][O:2][C:3]([C:5]1[CH:10]=[CH:9][C:8]([NH:11][CH:12]2[CH2:17][CH2:16][N:15]([C:18]([O:20][C:21]([CH3:24])([CH3:23])[CH3:22])=[O:19])[CH2:14][CH2:13]2)=[C:7]([N+:25]([O-])=O)[CH:6]=1)=[O:4]. (3) The reactants are: [C:1]([C:4]1[CH:9]=[CH:8][C:7]([C:10]2[CH:15]=[CH:14][CH:13]=[CH:12][C:11]=2[C:16]([NH:18][C:19]2[CH:24]=[CH:23][C:22]([N:25](C(OC(C)(C)C)=O)[CH2:26][CH2:27][C:28]3[CH:33]=[CH:32][CH:31]=[CH:30][N:29]=3)=[CH:21][CH:20]=2)=[O:17])=[CH:6][CH:5]=1)(=[O:3])[CH3:2].FC(F)(F)C(O)=O.C(=O)([O-])[O-].[K+].[K+]. Given the product [C:1]([C:4]1[CH:9]=[CH:8][C:7]([C:10]2[C:11]([C:16]([NH:18][C:19]3[CH:24]=[CH:23][C:22]([NH:25][CH2:26][CH2:27][C:28]4[CH:33]=[CH:32][CH:31]=[CH:30][N:29]=4)=[CH:21][CH:20]=3)=[O:17])=[CH:12][CH:13]=[CH:14][CH:15]=2)=[CH:6][CH:5]=1)(=[O:3])[CH3:2], predict the reactants needed to synthesize it. (4) Given the product [C:22]([O:25][C@@H:26]([C:29]#[C:30][C:9]#[C:10][C@@H:11]([OH:21])[CH2:12][CH2:13][CH2:14][CH2:15][CH2:16][CH2:17][CH2:18][CH2:19][CH3:20])[CH:27]=[CH2:28])(=[O:24])[CH3:23], predict the reactants needed to synthesize it. The reactants are: C(N)CCC.NO.Cl.[CH:9]#[C:10][C@@H:11]([OH:21])[CH2:12][CH2:13][CH2:14][CH2:15][CH2:16][CH2:17][CH2:18][CH2:19][CH3:20].[C:22]([O:25][C@@H:26]([C:29]#[C:30]Br)[CH:27]=[CH2:28])(=[O:24])[CH3:23]. (5) Given the product [CH3:1][O:2][C:3]1[CH:11]=[CH:10][C:6]2[CH:7]=[CH:8][S:23](=[O:26])(=[O:24])[C:5]=2[CH:4]=1, predict the reactants needed to synthesize it. The reactants are: [CH3:1][O:2][C:3]1[CH:11]=[CH:10][C:6]2[CH:7]=[CH:8]S[C:5]=2[CH:4]=1.ClC1C=C(C(OO)=O)C=CC=1.[S:23](=S)(=[O:26])([O-])[O-:24].[Na+].[Na+]. (6) Given the product [Br:1][C:2]1[CH:3]=[N:4][C:5]([N:9]2[CH:13]=[N:12][CH:11]=[N:10]2)=[N:6][CH:7]=1, predict the reactants needed to synthesize it. The reactants are: [Br:1][C:2]1[CH:3]=[N:4][C:5](Cl)=[N:6][CH:7]=1.[NH:9]1[CH:13]=[N:12][CH:11]=[N:10]1.C(=O)([O-])[O-].[K+].[K+]. (7) Given the product [Br:43][CH2:7][CH2:6][CH:5]([C:9]1[S:10][C:11]2[CH:18]=[C:17]([C:19]([F:22])([F:21])[F:20])[CH:16]=[CH:15][C:12]=2[C:13]=1[CH3:14])[CH2:4][CH2:3][O:2][CH3:1], predict the reactants needed to synthesize it. The reactants are: [CH3:1][O:2][CH2:3][CH2:4][CH:5]([C:9]1[S:10][C:11]2[CH:18]=[C:17]([C:19]([F:22])([F:21])[F:20])[CH:16]=[CH:15][C:12]=2[C:13]=1[CH3:14])[CH2:6][CH2:7]O.C1(P(C2C=CC=CC=2)C2C=CC=CC=2)C=CC=CC=1.C(Br)(Br)(Br)[Br:43]. (8) Given the product [CH2:1]([N:8]1[CH2:13][CH2:12][C:11]2([C:21]3[C:16](=[CH:17][CH:18]=[CH:19][C:20]=3[CH2:22][NH2:23])[NH:15][CH2:14]2)[CH2:10][CH2:9]1)[C:2]1[CH:7]=[CH:6][CH:5]=[CH:4][CH:3]=1, predict the reactants needed to synthesize it. The reactants are: [CH2:1]([N:8]1[CH2:13][CH2:12][C:11]2([C:21]3[C:20]([C:22]#[N:23])=[CH:19][CH:18]=[CH:17][C:16]=3[NH:15][C:14]2=O)[CH2:10][CH2:9]1)[C:2]1[CH:7]=[CH:6][CH:5]=[CH:4][CH:3]=1. (9) Given the product [CH2:7]([S:9]([C:10]1[N:11]([C:21]2[CH:22]=[CH:23][C:24]([O:27][CH2:28][C:29]([F:34])([F:35])[C:30]([F:31])([F:32])[F:33])=[CH:25][CH:26]=2)[C:12](=[O:20])[C:13]2[CH2:18][C:17](=[O:19])[NH:16][C:14]=2[N:15]=1)=[O:1])[CH3:8], predict the reactants needed to synthesize it. The reactants are: [OH:1]OS([O-])=O.[K+].[CH2:7]([S:9][C:10]1[N:11]([C:21]2[CH:26]=[CH:25][C:24]([O:27][CH2:28][C:29]([F:35])([F:34])[C:30]([F:33])([F:32])[F:31])=[CH:23][CH:22]=2)[C:12](=[O:20])[C:13]2[CH2:18][C:17](=[O:19])[NH:16][C:14]=2[N:15]=1)[CH3:8].CO.